Task: Predict the reactants needed to synthesize the given product.. Dataset: Full USPTO retrosynthesis dataset with 1.9M reactions from patents (1976-2016) (1) Given the product [O:25]1[CH2:26][CH2:27][O:28][CH:24]1[CH2:23][N:3]1[CH:4]=[CH:5][C:6]2[C:11](=[CH:10][C:9]([C:12]([O:14][CH3:15])=[O:13])=[CH:8][CH:7]=2)[C:2]1=[O:1], predict the reactants needed to synthesize it. The reactants are: [O:1]=[C:2]1[C:11]2[C:6](=[CH:7][CH:8]=[C:9]([C:12]([O:14][CH3:15])=[O:13])[CH:10]=2)[CH:5]=[CH:4][NH:3]1.C(=O)([O-])[O-].[K+].[K+].Br[CH2:23][C:24]1(C([O-])=O)[O:28][CH:27]=[CH:26][O:25]1.O. (2) The reactants are: [C:1]([OH:13])(=[O:12])[CH2:2][C:3]([CH2:8][C:9]([OH:11])=[O:10])([C:5]([OH:7])=[O:6])[OH:4].[Ca:14]. Given the product [C:1]([O-:13])(=[O:12])[CH2:2][C:3]([CH2:8][C:9]([O-:11])=[O:10])([C:5]([O-:7])=[O:6])[OH:4].[Ca+2:14].[C:1]([O-:13])(=[O:12])[CH2:2][C:3]([CH2:8][C:9]([O-:11])=[O:10])([C:5]([O-:7])=[O:6])[OH:4].[Ca+2:14].[Ca+2:14].[Ca:14].[C:1]([O-:13])(=[O:12])[CH2:2][C:3]([CH2:8][C:9]([O-:11])=[O:10])([C:5]([O-:7])=[O:6])[OH:4], predict the reactants needed to synthesize it. (3) Given the product [CH3:1][NH:2][C@@H:3]([CH2:4][C:5]1[CH:10]=[CH:9][CH:8]=[CH:7][CH:6]=1)[CH2:11][OH:12], predict the reactants needed to synthesize it. The reactants are: [CH3:1][NH:2][C@H:3]([C:11](O)=[O:12])[CH2:4][C:5]1[CH:10]=[CH:9][CH:8]=[CH:7][CH:6]=1.[H-].[Al+3].[Li+].[H-].[H-].[H-].[OH-].[Na+]. (4) Given the product [C:17]([O:16][CH2:15][C:14]([NH:34][C:35](=[O:37])[CH3:36])([CH2:20][CH2:21][C:22]1[CH:23]=[CH:24][C:25]([C:28]2[CH:33]=[CH:32][C:31]([C:5](=[O:6])[CH3:7])=[CH:30][CH:29]=2)=[CH:26][CH:27]=1)[CH2:13][O:12][C:9](=[O:11])[CH3:10])(=[O:19])[CH3:18], predict the reactants needed to synthesize it. The reactants are: [Al+3].[Cl-].[Cl-].[Cl-].[C:5](Cl)([CH3:7])=[O:6].[C:9]([O:12][CH2:13][C:14]([NH:34][C:35](=[O:37])[CH3:36])([CH2:20][CH2:21][C:22]1[CH:27]=[CH:26][C:25]([C:28]2[CH:33]=[CH:32][CH:31]=[CH:30][CH:29]=2)=[CH:24][CH:23]=1)[CH2:15][O:16][C:17](=[O:19])[CH3:18])(=[O:11])[CH3:10]. (5) Given the product [CH3:8][O:7][C:5](=[O:6])[C:4]1[CH:9]=[CH:10][CH:11]=[C:2]([NH:12][C:13]2[CH:18]=[CH:17][C:16]([C:19]([F:20])([F:21])[F:22])=[CH:15][CH:14]=2)[CH:3]=1, predict the reactants needed to synthesize it. The reactants are: Br[C:2]1[CH:3]=[C:4]([CH:9]=[CH:10][CH:11]=1)[C:5]([O:7][CH3:8])=[O:6].[NH2:12][C:13]1[CH:18]=[CH:17][C:16]([C:19]([F:22])([F:21])[F:20])=[CH:15][CH:14]=1. (6) Given the product [CH3:1][CH:2]1[O:10][C:5]2([CH2:11][CH2:12][CH2:13][CH2:14][CH2:15][O:16][C:24](=[O:28])[C:25]([CH3:27])=[CH2:26])[O:6][CH:7]([CH3:9])[CH2:8][N:4]2[CH2:3]1, predict the reactants needed to synthesize it. The reactants are: [CH3:1][CH:2]1[O:10][C:5]2([CH2:11][CH2:12][CH2:13][CH2:14][CH2:15][OH:16])[O:6][CH:7]([CH3:9])[CH2:8][N:4]2[CH2:3]1.C(N(CC)CC)C.[C:24](Cl)(=[O:28])[C:25]([CH3:27])=[CH2:26]. (7) Given the product [OH:11][C:10]1[N:5]([CH2:4][CH2:3][CH:2]([CH3:19])[CH3:1])[C:6](=[O:18])[N:7]([CH2:13][CH2:14][CH:15]([CH3:17])[CH3:16])[C:8](=[O:12])[C:9]=1[C:30]([NH:29][CH2:32][C:33]([OH:35])=[O:34])=[O:31], predict the reactants needed to synthesize it. The reactants are: [CH3:1][CH:2]([CH3:19])[CH2:3][CH2:4][N:5]1[C:10](=[O:11])[CH2:9][C:8](=[O:12])[N:7]([CH2:13][CH2:14][CH:15]([CH3:17])[CH3:16])[C:6]1=[O:18].C(N(C(C)C)CC)(C)C.[N:29]([CH2:32][C:33]([O:35]CC)=[O:34])=[C:30]=[O:31]. (8) Given the product [CH3:68][O:67][C:66]([NH:65][C@@H:35]([CH:34]([CH3:70])[CH3:33])[C:36]([N:37]1[CH2:41][CH2:40][CH2:39][C@H:38]1[C:42]1[NH:46][C:45]2[C:47]3[C:52]([CH:53]=[CH:54][C:44]=2[N:43]=1)=[CH:51][C:50]([C:2]1[CH:7]=[CH:6][C:5]([C:8]2[NH:12][C:11]([CH:13]4[C@@H:18]5[CH2:19][C@@H:15]([CH2:16][CH2:17]5)[N:14]4[C:20](=[O:31])[C@@H:21]([NH:26][C:27](=[O:30])[O:28][CH3:29])[C@H:22]([O:24][CH3:25])[CH3:23])=[N:10][CH:9]=2)=[C:4]([F:32])[CH:3]=1)=[CH:49][CH:48]=3)=[O:64])=[O:69], predict the reactants needed to synthesize it. The reactants are: Br[C:2]1[CH:7]=[CH:6][C:5]([C:8]2[NH:12][C:11]([CH:13]3[C@@H:18]4[CH2:19][C@@H:15]([CH2:16][CH2:17]4)[N:14]3[C:20](=[O:31])[C@@H:21]([NH:26][C:27](=[O:30])[O:28][CH3:29])[C@H:22]([O:24][CH3:25])[CH3:23])=[N:10][CH:9]=2)=[C:4]([F:32])[CH:3]=1.[CH3:33][CH:34]([CH3:70])[C@H:35]([NH:65][C:66](=[O:69])[O:67][CH3:68])[C:36](=[O:64])[N:37]1[CH2:41][CH2:40][CH2:39][C@H:38]1[C:42]1[NH:46][C:45]2[C:47]3[C:52]([CH:53]=[CH:54][C:44]=2[N:43]=1)=[CH:51][C:50](B1OC(C)(C)C(C)(C)O1)=[CH:49][CH:48]=3.C([O-])([O-])=O.[K+].[K+]. (9) The reactants are: [Cl:1][C:2]1[O:3][C:4]2[CH:10]=[CH:9][C:8]([C:11]([CH2:30][CH3:31])=[C:12]([C:23]3[CH:28]=[CH:27][C:26]([OH:29])=[CH:25][CH:24]=3)[C:13]3[CH:18]=[CH:17][C:16]([O:19][CH2:20][CH2:21]Cl)=[CH:15][CH:14]=3)=[CH:7][C:5]=2[CH:6]=1.[CH3:32][NH2:33]. Given the product [Cl:1][C:2]1[O:3][C:4]2[CH:10]=[CH:9][C:8]([C:11]([CH2:30][CH3:31])=[C:12]([C:23]3[CH:28]=[CH:27][C:26]([OH:29])=[CH:25][CH:24]=3)[C:13]3[CH:18]=[CH:17][C:16]([O:19][CH2:20][CH2:21][NH:33][CH3:32])=[CH:15][CH:14]=3)=[CH:7][C:5]=2[CH:6]=1, predict the reactants needed to synthesize it.